Dataset: Reaction yield outcomes from USPTO patents with 853,638 reactions. Task: Predict the reaction yield, written as a fraction of the theoretical maximum amount of product (1.0 means a 100% yield; for example, 0.34 means a 34% yield). (1) The reactants are [CH:1]1[CH:2]=[CH:3][C:4]2N(O)N=N[C:5]=2[CH:6]=1.C[CH2:12][N:13](C(C)C)C(C)C.CCN=C=NCCCN(C)C.Cl.Cl.[N:33]1([CH:39]=[O:40])[CH2:38][CH2:37][NH:36][CH2:35][CH2:34]1.[C:41]1([C:55]2[CH:60]=[CH:59][CH:58]=[CH:57][CH:56]=2)[CH:46]=[CH:45][C:44]([NH:47][C:48](=[O:54])[CH:49]([F:53])[C:50]([OH:52])=O)=[CH:43][CH:42]=1. The catalyst is CN(C=O)C.O. The product is [C:41]1([C:55]2[CH:60]=[CH:59][CH:58]=[CH:57][CH:56]=2)[CH:42]=[CH:43][C:44]([NH:47][C:48](=[O:54])[CH:49]([F:53])[C:50]([N:36]2[CH2:37][CH2:38][N:33]([C:39](=[O:40])[C:6]3[CH:1]=[CH:2][CH:3]=[C:4]([C:12]#[N:13])[CH:5]=3)[CH2:34][CH2:35]2)=[O:52])=[CH:45][CH:46]=1. The yield is 0.296. (2) The reactants are [F:1][C:2]1[CH:9]=[CH:8][C:7]([F:10])=[CH:6][C:3]=1[CH:4]=[O:5].[CH3:11][O:12][C:13]1[CH:18]=[CH:17][C:16]([N:19]2[CH:23]=[CH:22][N:21]=[CH:20]2)=[CH:15][CH:14]=1.[C:24](O[C:24]([O:26][C:27]([CH3:30])([CH3:29])[CH3:28])=[O:25])([O:26][C:27]([CH3:30])([CH3:29])[CH3:28])=[O:25]. The catalyst is C(#N)C. The product is [C:27]([O:26][C:24]([O:5][CH:4]([C:3]1[CH:6]=[C:7]([F:10])[CH:8]=[CH:9][C:2]=1[F:1])[C:20]1[N:19]([C:16]2[CH:17]=[CH:18][C:13]([O:12][CH3:11])=[CH:14][CH:15]=2)[CH:23]=[CH:22][N:21]=1)=[O:25])([CH3:30])([CH3:29])[CH3:28]. The yield is 0.930. (3) The reactants are [O:1]1[CH2:6][CH2:5][CH2:4][CH2:3][CH:2]1[O:7][CH:8]1[CH2:11][CH:10]([CH2:12][CH2:13][OH:14])[CH2:9]1.C1(P(C2C=CC=CC=2)C2C=CC=CC=2)C=CC=CC=1.[Br:34][C:35]1[CH:40]=[CH:39][C:38](O)=[CH:37][CH:36]=1.CCOC(/N=N/C(OCC)=O)=O. The catalyst is O1CCCC1.C(OCC)(=O)C. The product is [Br:34][C:35]1[CH:40]=[CH:39][C:38]([O:14][CH2:13][CH2:12][CH:10]2[CH2:9][CH:8]([O:7][CH:2]3[CH2:3][CH2:4][CH2:5][CH2:6][O:1]3)[CH2:11]2)=[CH:37][CH:36]=1. The yield is 0.324. (4) The reactants are [Cl:1][C:2]1[CH:7]=[CH:6][C:5]([N+:8]([O-])=O)=[CH:4][C:3]=1[S:11][CH2:12][C:13](Cl)=C.[CH3:16]COC(C)=O. The catalyst is CC(O)=O.[Fe]. The product is [NH2:8][C:5]1[C:4]2[CH:16]=[C:12]([CH3:13])[S:11][C:3]=2[C:2]([Cl:1])=[CH:7][CH:6]=1. The yield is 0.350. (5) The reactants are [NH2:1][C:2]1[CH:3]=[C:4]([C:8]2[N:9]=[C:10]([NH:24][CH2:25][C:26]3[CH:31]=[CH:30][CH:29]=[CH:28][N:27]=3)[C:11]3[C:16]([CH:17]=2)=[CH:15][CH:14]=[CH:13][C:12]=3[C:18]2[CH:23]=[CH:22][CH:21]=[CH:20][CH:19]=2)[CH:5]=[N:6][CH:7]=1.N1C=CC=CC=1.[C:38](Cl)(=[O:40])[CH3:39]. The catalyst is C(Cl)Cl.O. The product is [C:18]1([C:12]2[CH:13]=[CH:14][CH:15]=[C:16]3[C:11]=2[C:10]([NH:24][CH2:25][C:26]2[CH:31]=[CH:30][CH:29]=[CH:28][N:27]=2)=[N:9][C:8]([C:4]2[CH:3]=[C:2]([NH:1][C:38](=[O:40])[CH3:39])[CH:7]=[N:6][CH:5]=2)=[CH:17]3)[CH:23]=[CH:22][CH:21]=[CH:20][CH:19]=1. The yield is 0.200.